From a dataset of Forward reaction prediction with 1.9M reactions from USPTO patents (1976-2016). Predict the product of the given reaction. (1) Given the reactants Cl[C:2]1[N:7]=[C:6]2[N:8]([CH3:11])[N:9]=[CH:10][C:5]2=[C:4]([NH:12][C:13]2[CH:21]=[CH:20][C:16]([C:17]([NH2:19])=[O:18])=[CH:15][CH:14]=2)[N:3]=1.[CH3:22][NH:23][C:24]([NH:26][C:27]1[CH:32]=[CH:31][CH:30]=[C:29](B2OC(C)(C)C(C)(C)O2)[CH:28]=1)=[O:25].C1C=CC(P(C2C=CC=CC=2)C2C=CC=CC=2)=CC=1.[O-]P([O-])([O-])=O.[K+].[K+].[K+].[Na+].[Cl-], predict the reaction product. The product is: [CH3:11][N:8]1[C:6]2=[N:7][C:2]([C:31]3[CH:30]=[CH:29][CH:28]=[C:27]([NH:26][C:24]([NH:23][CH3:22])=[O:25])[CH:32]=3)=[N:3][C:4]([NH:12][C:13]3[CH:21]=[CH:20][C:16]([C:17]([NH2:19])=[O:18])=[CH:15][CH:14]=3)=[C:5]2[CH:10]=[N:9]1. (2) Given the reactants Br[C:2]1[S:3][C:4]2[C:10]([C:11]3[CH:16]=[CH:15][C:14]([Cl:17])=[CH:13][CH:12]=3)=[C:9]([C@H:18]([O:24][C:25]([CH3:28])([CH3:27])[CH3:26])[C:19]([O:21][CH2:22][CH3:23])=[O:20])[C:8]([CH3:29])=[CH:7][C:5]=2[N:6]=1.[CH3:30][C:31]1[N:35]([C@@H:36]2[CH2:40][CH2:39][N:38]([C:41]([O:43][C:44]([CH3:47])([CH3:46])[CH3:45])=[O:42])[CH2:37]2)[C:34]2[CH:48]=[C:49](B3OC(C)(C)C(C)(C)O3)[CH:50]=[CH:51][C:33]=2[N:32]=1.C([O-])([O-])=O.[K+].[K+], predict the reaction product. The product is: [C:25]([O:24][C@@H:18]([C:9]1[C:8]([CH3:29])=[CH:7][C:5]2[N:6]=[C:2]([C:49]3[CH:50]=[CH:51][C:33]4[N:32]=[C:31]([CH3:30])[N:35]([C@@H:36]5[CH2:40][CH2:39][N:38]([C:41]([O:43][C:44]([CH3:46])([CH3:45])[CH3:47])=[O:42])[CH2:37]5)[C:34]=4[CH:48]=3)[S:3][C:4]=2[C:10]=1[C:11]1[CH:16]=[CH:15][C:14]([Cl:17])=[CH:13][CH:12]=1)[C:19]([O:21][CH2:22][CH3:23])=[O:20])([CH3:28])([CH3:27])[CH3:26]. (3) Given the reactants [NH2:1][C:2]1[CH:10]=[CH:9][CH:8]=[C:4]([C:5]([OH:7])=[O:6])[C:3]=1[OH:11].Cl[C:13]([C:15]1[CH:33]=[CH:32][C:18]([CH2:19][N:20]([CH3:31])[C:21](=[O:30])[O:22][CH2:23][C:24]2[CH:29]=[CH:28][CH:27]=[CH:26][CH:25]=2)=[CH:17][CH:16]=1)=O, predict the reaction product. The product is: [CH2:23]([O:22][C:21]([N:20]([CH2:19][C:18]1[CH:17]=[CH:16][C:15]([C:13]2[O:11][C:3]3[C:4]([C:5]([OH:7])=[O:6])=[CH:8][CH:9]=[CH:10][C:2]=3[N:1]=2)=[CH:33][CH:32]=1)[CH3:31])=[O:30])[C:24]1[CH:25]=[CH:26][CH:27]=[CH:28][CH:29]=1. (4) Given the reactants Cl[C:2]1[N:7]=[CH:6][N:5]=[C:4]([C:8]([NH:10][C:11]2[CH:16]=[CH:15][C:14]([S:17]([N:20]([CH2:22][C:23]([O:25][CH3:26])=[O:24])[CH3:21])(=[O:19])=[O:18])=[CH:13][C:12]=2[CH3:27])=[O:9])[CH:3]=1.C(NC(C)C)(C)C.[CH:35]1([CH2:38][NH:39][CH2:40][CH2:41][CH3:42])[CH2:37][CH2:36]1, predict the reaction product. The product is: [CH:35]1([CH2:38][N:39]([CH2:40][CH2:41][CH3:42])[C:2]2[N:7]=[CH:6][N:5]=[C:4]([C:8]([NH:10][C:11]3[CH:16]=[CH:15][C:14]([S:17]([N:20]([CH2:22][C:23]([O:25][CH3:26])=[O:24])[CH3:21])(=[O:19])=[O:18])=[CH:13][C:12]=3[CH3:27])=[O:9])[CH:3]=2)[CH2:37][CH2:36]1. (5) Given the reactants [OH:1][C:2]1[CH:3]=[N:4][CH:5]=[C:6]([CH:10]=1)[C:7]([OH:9])=[O:8].N.[CH3:12]O, predict the reaction product. The product is: [OH:1][C:2]1[CH:3]=[N:4][CH:5]=[C:6]([CH:10]=1)[C:7]([O:9][CH3:12])=[O:8]. (6) Given the reactants [CH3:1][O:2][C:3](=[O:17])[C:4]1[CH:9]=[CH:8][C:7]([CH:10]2[CH2:15][CH2:14][C:13](=O)[CH2:12][CH2:11]2)=[CH:6][CH:5]=1.[NH:18]1[CH2:21][CH:20]([NH:22][C:23]([CH2:25][NH:26][C:27](=[O:38])[C:28]2[CH:33]=[CH:32][CH:31]=[C:30]([C:34]([F:37])([F:36])[F:35])[CH:29]=2)=[O:24])[CH2:19]1, predict the reaction product. The product is: [CH3:1][O:2][C:3](=[O:17])[C:4]1[CH:9]=[CH:8][C:7]([CH:10]2[CH2:15][CH2:14][CH:13]([N:18]3[CH2:21][CH:20]([NH:22][C:23](=[O:24])[CH2:25][NH:26][C:27](=[O:38])[C:28]4[CH:33]=[CH:32][CH:31]=[C:30]([C:34]([F:36])([F:37])[F:35])[CH:29]=4)[CH2:19]3)[CH2:12][CH2:11]2)=[CH:6][CH:5]=1. (7) Given the reactants C([O:3][C:4](=[O:32])[CH2:5][C:6]([CH3:31])([CH3:30])[CH2:7][N:8]1[C:27](=[S:28])[N:11]2[C:12]3[CH:13]=[C:14]([C:18]4[CH:23]=[CH:22][C:21]([N+:24]([O-:26])=[O:25])=[CH:20][CH:19]=4)[O:15][C:16]=3[CH:17]=[C:10]2[C:9]1=[O:29])C.O, predict the reaction product. The product is: [CH3:30][C:6]([CH3:31])([CH2:7][N:8]1[C:27](=[S:28])[N:11]2[C:12]3[CH:13]=[C:14]([C:18]4[CH:19]=[CH:20][C:21]([N+:24]([O-:26])=[O:25])=[CH:22][CH:23]=4)[O:15][C:16]=3[CH:17]=[C:10]2[C:9]1=[O:29])[CH2:5][C:4]([OH:32])=[O:3].